This data is from Catalyst prediction with 721,799 reactions and 888 catalyst types from USPTO. The task is: Predict which catalyst facilitates the given reaction. Reactant: [Cl:1][C:2]1[CH:7]=[CH:6][C:5]([O:8][CH3:9])=[CH:4][C:3]=1[CH3:10].C1C(=O)N([Br:18])C(=O)C1.C(OOC(=O)C1C=CC=CC=1)(=O)C1C=CC=CC=1. Product: [Br:18][CH2:10][C:3]1[CH:4]=[C:5]([O:8][CH3:9])[CH:6]=[CH:7][C:2]=1[Cl:1]. The catalyst class is: 53.